From a dataset of Peptide-MHC class II binding affinity with 134,281 pairs from IEDB. Regression. Given a peptide amino acid sequence and an MHC pseudo amino acid sequence, predict their binding affinity value. This is MHC class II binding data. (1) The peptide sequence is KLVLNIKYTRPGDSL. The MHC is DRB1_1201 with pseudo-sequence DRB1_1201. The binding affinity (normalized) is 0.323. (2) The MHC is DRB1_0401 with pseudo-sequence DRB1_0401. The binding affinity (normalized) is 0.127. The peptide sequence is EEMFKKRNLTIMDLH. (3) The peptide sequence is IVIGIGDNALKINWY. The MHC is DRB1_0405 with pseudo-sequence DRB1_0405. The binding affinity (normalized) is 0.146. (4) The peptide sequence is DKGPGFVVTGRVYCD. The MHC is HLA-DQA10301-DQB10302 with pseudo-sequence HLA-DQA10301-DQB10302. The binding affinity (normalized) is 0.0951. (5) The peptide sequence is FRNVLSIAPIMFSNKM. The MHC is DRB1_0101 with pseudo-sequence DRB1_0101. The binding affinity (normalized) is 0.787. (6) The peptide sequence is EAANLAEVRSYCYLA. The MHC is DRB1_0101 with pseudo-sequence DRB1_0101. The binding affinity (normalized) is 0.763. (7) The peptide sequence is GKVDTGVAVSRGTAK. The MHC is DRB1_0404 with pseudo-sequence DRB1_0404. The binding affinity (normalized) is 0.473. (8) The peptide sequence is DSYKFIPTLVAAVKQ. The MHC is DRB1_0701 with pseudo-sequence DRB1_0701. The binding affinity (normalized) is 0.747. (9) The peptide sequence is LTEHGCNRLKRMAVS. The MHC is HLA-DQA10102-DQB10501 with pseudo-sequence HLA-DQA10102-DQB10501. The binding affinity (normalized) is 0.493. (10) The peptide sequence is EKCYFAATQFEPLAA. The MHC is HLA-DQA10501-DQB10201 with pseudo-sequence HLA-DQA10501-DQB10201. The binding affinity (normalized) is 0.512.